From a dataset of Reaction yield outcomes from USPTO patents with 853,638 reactions. Predict the reaction yield, written as a fraction of the theoretical maximum amount of product (1.0 means a 100% yield; for example, 0.34 means a 34% yield). The reactants are [CH3:1][O:2][C:3]1[CH:4]=[C:5]([C:9]2[S:16][C:15]3[CH:14]=[N:13][N:12](COCC[Si](C)(C)C)[C:11]=3[CH:10]=2)[CH:6]=[CH:7][CH:8]=1.COC1C=C(C2SC3C(=NN(COCC[Si](C)(C)C)C=3)C=2)C=CC=1.C(N)CN.[F-].C([N+](CCCC)(CCCC)CCCC)CCC. The catalyst is O1CCCC1. The product is [CH3:1][O:2][C:3]1[CH:4]=[C:5]([C:9]2[S:16][C:15]3[CH:14]=[N:13][NH:12][C:11]=3[CH:10]=2)[CH:6]=[CH:7][CH:8]=1. The yield is 0.870.